Predict which catalyst facilitates the given reaction. From a dataset of Catalyst prediction with 721,799 reactions and 888 catalyst types from USPTO. (1) Reactant: [F:1][C:2]1[CH:7]=[CH:6][C:5]([CH2:8][C:9]([NH:11][CH3:12])=[O:10])=[CH:4][CH:3]=1.[Li]C.CCOCC.[C:20](Cl)(Cl)=[O:21].C1(C)C=CC=CC=1.[NH2:31][C:32]1[CH:47]=[CH:46][C:35]([O:36][C:37]2[CH:42]=[CH:41][N:40]=[C:39]([C:43]([NH2:45])=[O:44])[CH:38]=2)=[C:34]([F:48])[CH:33]=1.C(OC1C=CC(NC2N=CN=C(OC3C=CC(NC(=O)CC(NC4C=CC(F)=CC=4)=O)=CC=3F)C=2)=CC=1)C1C=CC=CC=1.CCN(C(C)C)C(C)C. Product: [C:43]([C:39]1[CH:38]=[C:37]([O:36][C:35]2[CH:46]=[CH:47][C:32]([NH:31][C:20](=[O:21])[N:11]([C:9](=[O:10])[CH2:8][C:5]3[CH:4]=[CH:3][C:2]([F:1])=[CH:7][CH:6]=3)[CH3:12])=[CH:33][C:34]=2[F:48])[CH:42]=[CH:41][N:40]=1)(=[O:44])[NH2:45]. The catalyst class is: 118. (2) Reactant: [CH2:1]([C:3]1[CH:10]=[C:9]([O:11]C)[CH:8]=[C:7]([CH2:13][CH3:14])[C:4]=1[CH:5]=[O:6])[CH3:2].B(Br)(Br)Br. Product: [CH2:13]([C:7]1[CH:8]=[C:9]([OH:11])[CH:10]=[C:3]([CH2:1][CH3:2])[C:4]=1[CH:5]=[O:6])[CH3:14]. The catalyst class is: 4. (3) Reactant: Cl[CH2:2][C:3](=O)[CH3:4].[Br:6][C:7]1[CH:8]=[C:9]([O:17][C:18]2[CH:19]=[C:20]([CH:26]=[CH:27][C:28]=2[Cl:29])[C:21]([O:23][CH2:24][CH3:25])=[O:22])[C:10]([NH:13][C:14]([NH2:16])=[S:15])=[N:11][CH:12]=1.C(N(CC)CC)C. Product: [Br:6][C:7]1[CH:8]=[C:9]([O:17][C:18]2[CH:19]=[C:20]([CH:26]=[CH:27][C:28]=2[Cl:29])[C:21]([O:23][CH2:24][CH3:25])=[O:22])[C:10]([NH:13][C:14]2[S:15][CH:2]=[C:3]([CH3:4])[N:16]=2)=[N:11][CH:12]=1. The catalyst class is: 8. (4) The catalyst class is: 26. Product: [Cl:1][C:2]1[C:3](=[O:20])[N:4]([OH:25])[C:5]([C:9]2[C:13]([Cl:14])=[C:12]([O:15][CH:16]([F:17])[F:18])[N:11]([CH3:19])[N:10]=2)=[C:6]([F:8])[CH:7]=1. Reactant: [Cl:1][C:2]1[C:3]([OH:20])=[N:4][C:5]([C:9]2[C:13]([Cl:14])=[C:12]([O:15][CH:16]([F:18])[F:17])[N:11]([CH3:19])[N:10]=2)=[C:6]([F:8])[CH:7]=1.OO.NC(N)=[O:25].FC(F)(F)C(OC(=O)C(F)(F)F)=O. (5) Reactant: C([O:3][C:4]([CH:6]1[CH2:11][CH2:10][N:9]([C:12]2[O:13][C:14]([CH3:17])=[N:15][N:16]=2)[CH2:8][CH2:7]1)=[O:5])C.[OH-].[Na+].Cl. Product: [CH3:17][C:14]1[O:13][C:12]([N:9]2[CH2:10][CH2:11][CH:6]([C:4]([OH:5])=[O:3])[CH2:7][CH2:8]2)=[N:16][N:15]=1. The catalyst class is: 8. (6) Reactant: [CH3:1][O:2][C:3]1[CH:4]=[C:5]([S:9][C:10]2[CH:11]=[CH:12][C:13]3[CH2:17][O:16][B:15]([OH:18])[C:14]=3[CH:19]=2)[CH:6]=[CH:7][CH:8]=1.C[OH:21]. Product: [CH3:1][O:2][C:3]1[CH:4]=[C:5]([S:9]([C:10]2[CH:11]=[CH:12][C:13]3[CH2:17][O:16][B:15]([OH:18])[C:14]=3[CH:19]=2)=[O:21])[CH:6]=[CH:7][CH:8]=1. The catalyst class is: 6.